Dataset: Peptide-MHC class I binding affinity with 185,985 pairs from IEDB/IMGT. Task: Regression. Given a peptide amino acid sequence and an MHC pseudo amino acid sequence, predict their binding affinity value. This is MHC class I binding data. (1) The MHC is Mamu-A01 with pseudo-sequence Mamu-A01. The peptide sequence is PVPPPRKKRT. The binding affinity (normalized) is 0.378. (2) The peptide sequence is LAAPCRNAL. The MHC is HLA-B27:05 with pseudo-sequence HLA-B27:05. The binding affinity (normalized) is 0.0847. (3) The peptide sequence is DHQAAFQYI. The MHC is HLA-A29:02 with pseudo-sequence HLA-A29:02. The binding affinity (normalized) is 0.0427. (4) The peptide sequence is NTIEELSGY. The MHC is HLA-A26:01 with pseudo-sequence HLA-A26:01. The binding affinity (normalized) is 1.00. (5) The peptide sequence is GTGAGVPSK. The MHC is HLA-A03:01 with pseudo-sequence HLA-A03:01. The binding affinity (normalized) is 0.349. (6) The peptide sequence is LFDIPLLTVY. The MHC is HLA-A03:01 with pseudo-sequence HLA-A03:01. The binding affinity (normalized) is 0.214. (7) The peptide sequence is FLRGRAYGL. The MHC is HLA-B08:01 with pseudo-sequence HLA-B08:01. The binding affinity (normalized) is 0.898. (8) The peptide sequence is YLIPAVTSL. The MHC is HLA-E01:01 with pseudo-sequence HLA-E01:03. The binding affinity (normalized) is 0.0847.